From a dataset of Full USPTO retrosynthesis dataset with 1.9M reactions from patents (1976-2016). Predict the reactants needed to synthesize the given product. (1) The reactants are: [CH:1]1([CH:4]2[CH2:9][N:8]3[N:10]=[C:11]([I:18])[C:12]([C:13]([O:15]CC)=[O:14])=[C:7]3[CH2:6][N:5]2[C:19]([O:21][C:22]([CH3:25])([CH3:24])[CH3:23])=[O:20])[CH2:3][CH2:2]1.[OH-].[Na+]. Given the product [C:22]([O:21][C:19]([N:5]1[CH:4]([CH:1]2[CH2:2][CH2:3]2)[CH2:9][N:8]2[N:10]=[C:11]([I:18])[C:12]([C:13]([OH:15])=[O:14])=[C:7]2[CH2:6]1)=[O:20])([CH3:25])([CH3:23])[CH3:24], predict the reactants needed to synthesize it. (2) Given the product [N+:11]([C:10]1[CH:9]=[C:8]2[C:4]([CH2:5][CH2:6][CH2:7]2)=[CH:3][C:2]=1[NH:1][C:15](=[O:17])[CH3:16])([O-:14])=[O:12], predict the reactants needed to synthesize it. The reactants are: [NH2:1][C:2]1[CH:3]=[C:4]2[C:8](=[CH:9][CH:10]=1)[CH2:7][CH2:6][CH2:5]2.[N+:11]([O-:14])(O)=[O:12].[C:15](OC(=O)C)(=[O:17])[CH3:16]. (3) Given the product [C:1]([O:5][C:6]([NH:7][C@H:8]([C:19]([N:21]1[CH2:25][CH2:24][C:23]([F:27])([F:26])[CH2:22]1)=[O:20])[C@H:9]([C:11]1[CH:16]=[CH:15][C:14]([O:17][S:36]([C:39]([F:42])([F:41])[F:40])(=[O:38])=[O:37])=[CH:13][C:12]=1[F:18])[CH3:10])=[O:28])([CH3:2])([CH3:3])[CH3:4], predict the reactants needed to synthesize it. The reactants are: [C:1]([O:5][C:6](=[O:28])[NH:7][C@H:8]([C:19]([N:21]1[CH2:25][CH2:24][C:23]([F:27])([F:26])[CH2:22]1)=[O:20])[C@H:9]([C:11]1[CH:16]=[CH:15][C:14]([OH:17])=[CH:13][C:12]=1[F:18])[CH3:10])([CH3:4])([CH3:3])[CH3:2].C1C=CC(N([S:36]([C:39]([F:42])([F:41])[F:40])(=[O:38])=[O:37])[S:36]([C:39]([F:42])([F:41])[F:40])(=[O:38])=[O:37])=CC=1.